From a dataset of Peptide-MHC class II binding affinity with 134,281 pairs from IEDB. Regression. Given a peptide amino acid sequence and an MHC pseudo amino acid sequence, predict their binding affinity value. This is MHC class II binding data. (1) The peptide sequence is YSDRGWGNGCGLFGK. The MHC is DRB3_0202 with pseudo-sequence DRB3_0202. The binding affinity (normalized) is 0.310. (2) The peptide sequence is PRGGPGRSYAADAGY. The MHC is DRB1_1101 with pseudo-sequence DRB1_1101. The binding affinity (normalized) is 0. (3) The peptide sequence is FLHYIFMENAFELPT. The MHC is HLA-DQA10301-DQB10302 with pseudo-sequence HLA-DQA10301-DQB10302. The binding affinity (normalized) is 0.530. (4) The peptide sequence is ECYTGFRSLIDDT. The MHC is DRB1_1501 with pseudo-sequence DRB1_1501. The binding affinity (normalized) is 0.183. (5) The peptide sequence is ETADELAALLAAVQA. The MHC is DRB1_1501 with pseudo-sequence DRB1_1501. The binding affinity (normalized) is 0.110. (6) The peptide sequence is GEQQIVDKIDAAFKI. The MHC is DRB1_1101 with pseudo-sequence DRB1_1101. The binding affinity (normalized) is 0.404.